From a dataset of Forward reaction prediction with 1.9M reactions from USPTO patents (1976-2016). Predict the product of the given reaction. (1) The product is: [Br:21][C:19]1[CH:18]=[CH:17][C:15]2[NH:16][C:12]([C@@H:9]([NH2:8])[CH2:10][OH:11])=[N:13][C:14]=2[CH:20]=1. Given the reactants C([NH:8][C@H:9]([C:12]1[NH:16][C:15]2[CH:17]=[CH:18][C:19]([Br:21])=[CH:20][C:14]=2[N:13]=1)[CH2:10][OH:11])(OC(C)(C)C)=O.Cl, predict the reaction product. (2) Given the reactants C([Mg]Br)C.[CH3:5][C:6]([OH:10])([C:8]#[CH:9])[CH3:7].[CH3:11][O:12][CH2:13][C:14](=[O:16])[CH3:15].[Cl-].[NH4+], predict the reaction product. The product is: [CH3:11][O:12][CH2:13][C:14]([CH3:15])([OH:16])[C:9]#[C:8][C:6]([CH3:7])([OH:10])[CH3:5]. (3) Given the reactants Cl[C:2]1[CH:7]=[CH:6][C:5]([N+:8]([O-:10])=[O:9])=[CH:4][N:3]=1.C(N(CC)C(C)C)(C)C.[CH2:20]([N:22]1[CH2:27][CH2:26][NH:25][CH2:24][CH2:23]1)[CH3:21], predict the reaction product. The product is: [CH2:20]([N:22]1[CH2:27][CH2:26][N:25]([C:2]2[CH:7]=[CH:6][C:5]([N+:8]([O-:10])=[O:9])=[CH:4][N:3]=2)[CH2:24][CH2:23]1)[CH3:21]. (4) Given the reactants [CH3:1][C:2]1[CH:7]=[CH:6][C:5]([CH3:8])=[CH:4][C:3]=1[CH:9]1[C:13](=[O:14])[C:12]2([CH2:19][CH2:18][N:17]([O:20][CH3:21])[CH2:16][CH2:15]2)[N:11]([O:22][CH2:23][O:24][CH3:25])[C:10]1=[O:26].C(=O)([O-])O.[Na+].S(Cl)([Cl:35])(=O)=O.C(=O)([O-])[O-].[Na+].[Na+], predict the reaction product. The product is: [Cl:35][C:9]1([C:3]2[CH:4]=[C:5]([CH3:8])[CH:6]=[CH:7][C:2]=2[CH3:1])[C:13](=[O:14])[C:12]2([CH2:15][CH2:16][N:17]([O:20][CH3:21])[CH2:18][CH2:19]2)[N:11]([O:22][CH2:23][O:24][CH3:25])[C:10]1=[O:26]. (5) The product is: [NH2:19][C:2]1[N:10]=[CH:9][N:8]=[C:7]2[C:3]=1[NH:4][CH:5]=[N:6]2. Given the reactants Cl[C:2]1[N:10]=[CH:9][N:8]=[C:7]2[C:3]=1[NH:4][CH:5]=[N:6]2.P(C1C=CC([N:19](CCC)CCC)=CC=1)(O)(O)=O.P([O-])([O-])([O-])=O.[K+].[K+].[K+], predict the reaction product. (6) Given the reactants Br[C:2]1[S:6][N:5]=[CH:4][C:3]=1[N+:7]([O-:9])=[O:8].[CH3:10][C@H:11]1[CH2:16][NH:15][CH2:14][C@@H:13]([NH:17][C:18](=[O:24])[O:19][C:20]([CH3:23])([CH3:22])[CH3:21])[CH2:12]1.CCN(C(C)C)C(C)C, predict the reaction product. The product is: [CH3:10][C@H:11]1[CH2:16][N:15]([C:2]2[S:6][N:5]=[CH:4][C:3]=2[N+:7]([O-:9])=[O:8])[CH2:14][C@@H:13]([NH:17][C:18](=[O:24])[O:19][C:20]([CH3:23])([CH3:22])[CH3:21])[CH2:12]1.